Dataset: Full USPTO retrosynthesis dataset with 1.9M reactions from patents (1976-2016). Task: Predict the reactants needed to synthesize the given product. (1) The reactants are: Br[C:2]1[CH:3]=[C:4]([CH:23]=[CH:24][CH:25]=1)[CH2:5][O:6][C:7]1[CH:12]=[CH:11][C:10]([C:13]2([CH2:17][C:18]([O:20][CH2:21][CH3:22])=[O:19])[CH2:16][O:15][CH2:14]2)=[CH:9][CH:8]=1.[OH:26][C:27]1[N:32]=[CH:31][C:30](B(O)O)=[CH:29][CH:28]=1.C(=O)([O-])[O-].[K+].[K+]. Given the product [OH:26][C:27]1[N:32]=[CH:31][C:30]([C:2]2[CH:3]=[C:4]([CH:23]=[CH:24][CH:25]=2)[CH2:5][O:6][C:7]2[CH:8]=[CH:9][C:10]([C:13]3([CH2:17][C:18]([O:20][CH2:21][CH3:22])=[O:19])[CH2:14][O:15][CH2:16]3)=[CH:11][CH:12]=2)=[CH:29][CH:28]=1, predict the reactants needed to synthesize it. (2) Given the product [F:1][C:2]1[CH:3]=[C:4]([S:8]([C:11]2[CH:20]=[C:19]3[C:14]([CH2:15][CH2:16][C@H:17]([CH2:21][NH:22][CH2:24][C:25]([NH:27][CH3:28])=[O:26])[O:18]3)=[CH:13][CH:12]=2)(=[O:10])=[O:9])[CH:5]=[CH:6][CH:7]=1, predict the reactants needed to synthesize it. The reactants are: [F:1][C:2]1[CH:3]=[C:4]([S:8]([C:11]2[CH:20]=[C:19]3[C:14]([CH2:15][CH2:16][C@H:17]([CH2:21][NH2:22])[O:18]3)=[CH:13][CH:12]=2)(=[O:10])=[O:9])[CH:5]=[CH:6][CH:7]=1.Cl[CH2:24][C:25]([NH:27][CH3:28])=[O:26].C(N(CC)CC)C.[Na+].[I-].